Dataset: Full USPTO retrosynthesis dataset with 1.9M reactions from patents (1976-2016). Task: Predict the reactants needed to synthesize the given product. Given the product [CH3:1][O:2][C:3](=[O:21])[CH2:4][CH2:5][C:6]1[CH:11]=[CH:10][CH:9]=[C:8]([O:12][Si:13]([C:16]([CH3:19])([CH3:18])[CH3:17])([CH3:15])[CH3:14])[C:7]=1[CH:22]1[CH2:24][CH2:23]1, predict the reactants needed to synthesize it. The reactants are: [CH3:1][O:2][C:3](=[O:21])[CH2:4][CH2:5][C:6]1[CH:11]=[CH:10][CH:9]=[C:8]([O:12][Si:13]([C:16]([CH3:19])([CH3:18])[CH3:17])([CH3:15])[CH3:14])[C:7]=1Br.[CH:22]1(B(O)O)[CH2:24][CH2:23]1.P([O-])([O-])([O-])=O.[K+].[K+].[K+].C1(P(C2CCCCC2)C2CCCCC2)CCCCC1.